Dataset: NCI-60 drug combinations with 297,098 pairs across 59 cell lines. Task: Regression. Given two drug SMILES strings and cell line genomic features, predict the synergy score measuring deviation from expected non-interaction effect. (1) Drug 1: CN(C)N=NC1=C(NC=N1)C(=O)N. Drug 2: CCC(=C(C1=CC=CC=C1)C2=CC=C(C=C2)OCCN(C)C)C3=CC=CC=C3.C(C(=O)O)C(CC(=O)O)(C(=O)O)O. Cell line: UO-31. Synergy scores: CSS=18.1, Synergy_ZIP=-1.63, Synergy_Bliss=-3.33, Synergy_Loewe=-0.373, Synergy_HSA=-0.259. (2) Drug 1: CN(C)N=NC1=C(NC=N1)C(=O)N. Drug 2: C1=CC(=CC=C1C#N)C(C2=CC=C(C=C2)C#N)N3C=NC=N3. Cell line: NCI-H226. Synergy scores: CSS=-0.445, Synergy_ZIP=-0.281, Synergy_Bliss=-0.0513, Synergy_Loewe=-2.04, Synergy_HSA=-2.06. (3) Cell line: RXF 393. Drug 1: C1CN1P(=S)(N2CC2)N3CC3. Drug 2: B(C(CC(C)C)NC(=O)C(CC1=CC=CC=C1)NC(=O)C2=NC=CN=C2)(O)O. Synergy scores: CSS=27.2, Synergy_ZIP=0.462, Synergy_Bliss=0.378, Synergy_Loewe=-32.4, Synergy_HSA=-2.27. (4) Synergy scores: CSS=29.5, Synergy_ZIP=-6.79, Synergy_Bliss=-0.735, Synergy_Loewe=-5.04, Synergy_HSA=2.24. Drug 2: CC1=C(N=C(N=C1N)C(CC(=O)N)NCC(C(=O)N)N)C(=O)NC(C(C2=CN=CN2)OC3C(C(C(C(O3)CO)O)O)OC4C(C(C(C(O4)CO)O)OC(=O)N)O)C(=O)NC(C)C(C(C)C(=O)NC(C(C)O)C(=O)NCCC5=NC(=CS5)C6=NC(=CS6)C(=O)NCCC[S+](C)C)O. Cell line: HOP-92. Drug 1: C1=CC(=CC=C1CCC2=CNC3=C2C(=O)NC(=N3)N)C(=O)NC(CCC(=O)O)C(=O)O. (5) Cell line: A549. Drug 2: C1CCC(CC1)NC(=O)N(CCCl)N=O. Synergy scores: CSS=31.3, Synergy_ZIP=-8.26, Synergy_Bliss=-1.52, Synergy_Loewe=-2.03, Synergy_HSA=-1.58. Drug 1: C1CCN(CC1)CCOC2=CC=C(C=C2)C(=O)C3=C(SC4=C3C=CC(=C4)O)C5=CC=C(C=C5)O. (6) Drug 1: CC12CCC(CC1=CCC3C2CCC4(C3CC=C4C5=CN=CC=C5)C)O. Drug 2: CC1CCCC2(C(O2)CC(NC(=O)CC(C(C(=O)C(C1O)C)(C)C)O)C(=CC3=CSC(=N3)C)C)C. Cell line: U251. Synergy scores: CSS=20.5, Synergy_ZIP=-3.06, Synergy_Bliss=4.42, Synergy_Loewe=3.27, Synergy_HSA=4.95. (7) Drug 1: CC1C(C(CC(O1)OC2CC(CC3=C2C(=C4C(=C3O)C(=O)C5=C(C4=O)C(=CC=C5)OC)O)(C(=O)C)O)N)O.Cl. Drug 2: C1=CN(C(=O)N=C1N)C2C(C(C(O2)CO)O)O.Cl. Cell line: HCC-2998. Synergy scores: CSS=31.3, Synergy_ZIP=-1.22, Synergy_Bliss=0.326, Synergy_Loewe=-2.48, Synergy_HSA=2.09. (8) Drug 1: CN(C)N=NC1=C(NC=N1)C(=O)N. Drug 2: CC1=C2C(C(=O)C3(C(CC4C(C3C(C(C2(C)C)(CC1OC(=O)C(C(C5=CC=CC=C5)NC(=O)OC(C)(C)C)O)O)OC(=O)C6=CC=CC=C6)(CO4)OC(=O)C)O)C)O. Cell line: OVCAR3. Synergy scores: CSS=50.4, Synergy_ZIP=0.0961, Synergy_Bliss=0.294, Synergy_Loewe=-27.8, Synergy_HSA=1.25. (9) Drug 1: CNC(=O)C1=NC=CC(=C1)OC2=CC=C(C=C2)NC(=O)NC3=CC(=C(C=C3)Cl)C(F)(F)F. Drug 2: C1=NNC2=C1C(=O)NC=N2. Cell line: MCF7. Synergy scores: CSS=2.99, Synergy_ZIP=-1.67, Synergy_Bliss=-3.75, Synergy_Loewe=0.813, Synergy_HSA=-1.79. (10) Drug 1: CN(C)N=NC1=C(NC=N1)C(=O)N. Drug 2: CC1=C(C=C(C=C1)C(=O)NC2=CC(=CC(=C2)C(F)(F)F)N3C=C(N=C3)C)NC4=NC=CC(=N4)C5=CN=CC=C5. Cell line: SNB-19. Synergy scores: CSS=-0.407, Synergy_ZIP=2.46, Synergy_Bliss=1.00, Synergy_Loewe=-2.75, Synergy_HSA=-2.61.